This data is from Reaction yield outcomes from USPTO patents with 853,638 reactions. The task is: Predict the reaction yield, written as a fraction of the theoretical maximum amount of product (1.0 means a 100% yield; for example, 0.34 means a 34% yield). (1) The reactants are Cl[C:2]1[N:9]=[CH:8][CH:7]=[C:6]([Cl:10])[C:3]=1[CH:4]=[O:5].[CH3:11]B1OB(C)OB(C)O1.C([O-])([O-])=O.[Cs+].[Cs+]. The catalyst is O1CCOCC1.O.C(OCC)(=O)C.C1C=CC(P(C2C=CC=CC=2)[C-]2C=CC=C2)=CC=1.C1C=CC(P(C2C=CC=CC=2)[C-]2C=CC=C2)=CC=1.Cl[Pd]Cl.[Fe+2]. The product is [Cl:10][C:6]1[C:3]([CH:4]=[O:5])=[C:2]([CH3:11])[N:9]=[CH:8][CH:7]=1. The yield is 0.160. (2) The reactants are [OH-].[Na+].[Cl:3][C:4]1[C:13]2[O:12][CH2:11][CH2:10][CH2:9][C:8]=2[CH:7]=[C:6]([C:14]([C@H:16]2[CH2:18][C@@H:17]2[C:19]([O:21]C)=[O:20])=[O:15])[CH:5]=1.Cl. The catalyst is O1CCOCC1. The product is [Cl:3][C:4]1[C:13]2[O:12][CH2:11][CH2:10][CH2:9][C:8]=2[CH:7]=[C:6]([C:14]([C@H:16]2[CH2:18][C@@H:17]2[C:19]([OH:21])=[O:20])=[O:15])[CH:5]=1. The yield is 0.100. (3) The reactants are [CH:1]([C:3]1[CH:8]=[CH:7][C:6]([CH:9]2[NH:21][C:19]3[C:20]4[C:11](=[N:12][NH:13][C:14](=[O:22])[C:15]=4[CH:16]=[CH:17][CH:18]=3)[CH:10]2[C:23]2[CH:33]=[CH:32][C:26]([C:27]([N:29]([CH3:31])[CH3:30])=[O:28])=[CH:25][CH:24]=2)=[CH:5][CH:4]=1)=O.C(O)(=O)C.[CH3:38][NH:39][CH3:40].[BH4-].[Na+]. The catalyst is C(Cl)Cl. The product is [CH3:38][N:39]([CH2:1][C:3]1[CH:4]=[CH:5][C:6]([CH:9]2[NH:21][C:19]3[C:20]4[C:11](=[N:12][NH:13][C:14](=[O:22])[C:15]=4[CH:16]=[CH:17][CH:18]=3)[CH:10]2[C:23]2[CH:24]=[CH:25][C:26]([C:27]([N:29]([CH3:30])[CH3:31])=[O:28])=[CH:32][CH:33]=2)=[CH:7][CH:8]=1)[CH3:40]. The yield is 0.100. (4) The reactants are [F:1][C:2]1[CH:11]=[C:10]2[C:5]([CH:6]=[CH:7][NH:8][C:9]2=[O:12])=[CH:4][C:3]=1[O:13][CH3:14].CS(O)(=O)=O.[CH3:20][OH:21]. No catalyst specified. The product is [F:1][C:2]1[CH:11]=[C:10]2[C:5]([C:6]([O:21][CH3:20])=[CH:7][NH:8][C:9]2=[O:12])=[CH:4][C:3]=1[O:13][CH3:14]. The yield is 0.910. (5) The reactants are [CH3:1][NH:2][CH3:3].C(=O)([O-])[O-].[Na+].[Na+].[Br:10][CH2:11][CH2:12][C:13]([C:23]1[CH:28]=[CH:27][CH:26]=[CH:25][CH:24]=1)([C:17]1[CH:22]=[CH:21][CH:20]=[CH:19][CH:18]=1)[C:14](Cl)=[O:15]. The catalyst is O.C1(C)C=CC=CC=1. The product is [Br-:10].[CH3:1][N+:2]([CH3:3])=[C:14]1[C:13]([C:23]2[CH:28]=[CH:27][CH:26]=[CH:25][CH:24]=2)([C:17]2[CH:22]=[CH:21][CH:20]=[CH:19][CH:18]=2)[CH2:12][CH2:11][O:15]1. The yield is 0.468. (6) The reactants are [F:1][C:2]1[CH:7]=[C:6]([F:8])[CH:5]=[CH:4][C:3]=1[C:9]([OH:32])([CH2:26][N:27]1[CH:31]=[N:30][CH:29]=[N:28]1)[CH2:10][N:11]1[CH:15]=[C:14]([CH2:16][O:17][C:18]2[CH:25]=[CH:24][C:21]([CH:22]=O)=[CH:20][CH:19]=2)[N:13]=[N:12]1.[CH3:33][O:34][C:35]1[CH:40]=[CH:39][C:38]([C:41](=[O:43])[CH3:42])=[CH:37][CH:36]=1.[OH-].[Na+]. The catalyst is CO. The product is [F:1][C:2]1[CH:7]=[C:6]([F:8])[CH:5]=[CH:4][C:3]=1[C:9]([OH:32])([CH2:26][N:27]1[CH:31]=[N:30][CH:29]=[N:28]1)[CH2:10][N:11]1[CH:15]=[C:14]([CH2:16][O:17][C:18]2[CH:19]=[CH:20][C:21](/[CH:22]=[CH:42]/[C:41]([C:38]3[CH:39]=[CH:40][C:35]([O:34][CH3:33])=[CH:36][CH:37]=3)=[O:43])=[CH:24][CH:25]=2)[N:13]=[N:12]1. The yield is 0.576. (7) The reactants are CC1C=CC(S(OCC2CC3C=CC=C(C4C=CC(OC)=CC=4OC)C=3O2)(=O)=O)=CC=1.[N-]=[N+]=[N-].[Na+].N(CC1CC2C=C(Cl)C=C(C3C=CSC=3)C=2O1)=[N+]=[N-].[N:55]([CH2:58][CH:59]1[CH2:63][C:62]2[CH:64]=[CH:65][CH:66]=[C:67]([C:68]3[CH:73]=[CH:72][C:71]([O:74][CH3:75])=[CH:70][C:69]=3[O:76][CH3:77])[C:61]=2[O:60]1)=[N+]=[N-].[N-]=[N+]=[N-]. The catalyst is [Pd]. The product is [CH3:77][O:76][C:69]1[CH:70]=[C:71]([O:74][CH3:75])[CH:72]=[CH:73][C:68]=1[C:67]1[C:61]2[O:60][CH:59]([CH2:58][NH2:55])[CH2:63][C:62]=2[CH:64]=[CH:65][CH:66]=1. The yield is 0.720.